From a dataset of Reaction yield outcomes from USPTO patents with 853,638 reactions. Predict the reaction yield, written as a fraction of the theoretical maximum amount of product (1.0 means a 100% yield; for example, 0.34 means a 34% yield). The reactants are [NH2:1][C@H:2]1[C:11]2[C:6](=[CH:7][CH:8]=[C:9]([N:12]3[CH2:17][CH2:16][O:15][CH2:14][CH2:13]3)[CH:10]=2)[N:5]([C:18](=[O:20])[CH3:19])[C@@H:4]([CH:21]2[CH2:23][CH2:22]2)[C@@H:3]1[CH3:24].CC(C)([O-])C.[Na+].Br[C:32]1[CH:37]=[CH:36][CH:35]=[C:34]([O:38][CH3:39])[N:33]=1. The catalyst is O1CCOCC1.C1C=CC(/C=C/C(/C=C/C2C=CC=CC=2)=O)=CC=1.C1C=CC(/C=C/C(/C=C/C2C=CC=CC=2)=O)=CC=1.C1C=CC(/C=C/C(/C=C/C2C=CC=CC=2)=O)=CC=1.[Pd].[Pd].CN(C1C(C2C(P(C3CCCCC3)C3CCCCC3)=CC=CC=2)=CC=CC=1)C. The product is [CH:21]1([C@H:4]2[C@H:3]([CH3:24])[C@@H:2]([NH:1][C:32]3[CH:37]=[CH:36][CH:35]=[C:34]([O:38][CH3:39])[N:33]=3)[C:11]3[C:6](=[CH:7][CH:8]=[C:9]([N:12]4[CH2:13][CH2:14][O:15][CH2:16][CH2:17]4)[CH:10]=3)[N:5]2[C:18](=[O:20])[CH3:19])[CH2:23][CH2:22]1. The yield is 0.920.